Dataset: TCR-epitope binding with 47,182 pairs between 192 epitopes and 23,139 TCRs. Task: Binary Classification. Given a T-cell receptor sequence (or CDR3 region) and an epitope sequence, predict whether binding occurs between them. (1) The epitope is LPPAYTNSF. The TCR CDR3 sequence is CASSFLRGNEQYF. Result: 1 (the TCR binds to the epitope). (2) The epitope is ELAGIGILTV. The TCR CDR3 sequence is CASSLAQGWGAFF. Result: 1 (the TCR binds to the epitope). (3) The TCR CDR3 sequence is CASSYSSGVLNEQFF. Result: 0 (the TCR does not bind to the epitope). The epitope is KLSYGIATV. (4) The epitope is KEIDRLNEV. The TCR CDR3 sequence is CASSLTTWGTEAFF. Result: 1 (the TCR binds to the epitope). (5) The epitope is LLLGIGILV. Result: 1 (the TCR binds to the epitope). The TCR CDR3 sequence is CASSLFASGNEQFF.